From a dataset of Full USPTO retrosynthesis dataset with 1.9M reactions from patents (1976-2016). Predict the reactants needed to synthesize the given product. (1) Given the product [CH3:1][S:2]([C:5]1[CH:10]=[CH:9][CH:8]=[CH:7][C:6]=1[S:11]([N:22]([O:21][C:17](=[O:20])[CH2:18][CH3:19])[C:23](=[O:24])[O:25][CH2:26][C:27]1[CH:32]=[CH:31][CH:30]=[CH:29][CH:28]=1)(=[O:13])=[O:12])(=[O:4])=[O:3], predict the reactants needed to synthesize it. The reactants are: [CH3:1][S:2]([C:5]1[CH:10]=[CH:9][CH:8]=[CH:7][C:6]=1[S:11](Cl)(=[O:13])=[O:12])(=[O:4])=[O:3].[H-].[Na+].[C:17]([O:21][NH:22][C:23]([O:25][CH2:26][C:27]1[CH:32]=[CH:31][CH:30]=[CH:29][CH:28]=1)=[O:24])(=[O:20])[CH2:18][CH3:19]. (2) Given the product [O:1]=[C:2]1[N:8]([O:9][CH2:10][CH:11]=[CH2:12])[CH:7]2[CH2:13][N:3]1[N:4]([CH2:18][C:19]([OH:21])=[O:20])[C:5]1[CH:17]=[CH:16][CH:15]=[CH:14][C:6]=12, predict the reactants needed to synthesize it. The reactants are: [O:1]=[C:2]1[N:8]([O:9][CH2:10][CH:11]=[CH2:12])[CH:7]2[CH2:13][N:3]1[N:4]([CH2:18][C:19]([O:21]C(C)(C)C)=[O:20])[C:5]1[CH:17]=[CH:16][CH:15]=[CH:14][C:6]=12. (3) Given the product [CH3:12][C:13]1[N:14]([CH2:26][CH:27]([CH3:29])[CH3:28])[C:15]2[C:24]3[N:23]=[CH:22][CH:21]=[CH:20][C:19]=3[N+:18]([O-:6])=[CH:17][C:16]=2[N:25]=1, predict the reactants needed to synthesize it. The reactants are: ClC1C=C(C=CC=1)C(OO)=[O:6].[CH3:12][C:13]1[N:14]([CH2:26][CH:27]([CH3:29])[CH3:28])[C:15]2[C:24]3[N:23]=[CH:22][CH:21]=[CH:20][C:19]=3[N:18]=[CH:17][C:16]=2[N:25]=1. (4) Given the product [CH2:29]([O:28][C:26](=[O:27])[CH2:25][N:13]1[CH2:14][CH2:15][C@H:11]([N:10]([C:8]2[CH:7]=[CH:6][C:3]([C:4]#[N:5])=[C:2]([Cl:1])[CH:9]=2)[CH2:16][C:17]2[CH:22]=[CH:21][CH:20]=[CH:19][C:18]=2[Cl:23])[CH2:12]1)[CH3:30], predict the reactants needed to synthesize it. The reactants are: [Cl:1][C:2]1[CH:9]=[C:8]([N:10]([CH2:16][C:17]2[CH:22]=[CH:21][CH:20]=[CH:19][C:18]=2[Cl:23])[C@H:11]2[CH2:15][CH2:14][NH:13][CH2:12]2)[CH:7]=[CH:6][C:3]=1[C:4]#[N:5].Br[CH2:25][C:26]([O:28][CH2:29][CH3:30])=[O:27].